This data is from Catalyst prediction with 721,799 reactions and 888 catalyst types from USPTO. The task is: Predict which catalyst facilitates the given reaction. (1) Reactant: [F:1][C:2]1[CH:12]=[CH:11][C:10]2=[C:13]3[C:3]=1[O:4][CH2:5][CH2:6][N:7]3[C:8]([CH:14]([NH2:16])[CH3:15])=[N:9]2.[NH2:17][C:18]1[C:23]([C:24]#[N:25])=[C:22](Cl)[N:21]=[CH:20][N:19]=1.CCN(C(C)C)C(C)C. Product: [NH2:17][C:18]1[C:23]([C:24]#[N:25])=[C:22]([NH:16][CH:14]([C:8]2[N:7]3[C:13]4[C:3]([O:4][CH2:5][CH2:6]3)=[C:2]([F:1])[CH:12]=[CH:11][C:10]=4[N:9]=2)[CH3:15])[N:21]=[CH:20][N:19]=1. The catalyst class is: 41. (2) The catalyst class is: 59. Product: [C:1]([NH:16][CH2:17][CH2:18][NH:19][C:20](=[O:26])[O:21][C:22]([CH3:24])([CH3:23])[CH3:25])(=[O:9])[C:2]1[CH:7]=[CH:6][CH:5]=[N:4][CH:3]=1. Reactant: [C:1]([OH:9])(=O)[C:2]1[CH:7]=[CH:6][CH:5]=[N:4][CH:3]=1.C(Cl)(=O)C(Cl)=O.[NH2:16][CH2:17][CH2:18][NH:19][C:20](=[O:26])[O:21][C:22]([CH3:25])([CH3:24])[CH3:23].CCN(CC)CC. (3) Reactant: [NH2:1][C:2]1[CH:3]=[C:4]([OH:11])[C:5](=[CH:9][CH:10]=1)[C:6]([OH:8])=O.[CH2:12]([N:14]([CH2:18][CH3:19])[CH2:15][CH2:16][NH2:17])[CH3:13].CN(C(ON1N=NC2C=CC=CC1=2)=[N+](C)C)C.[B-](F)(F)(F)F.C1C=CC2N(O)N=NC=2C=1.CCN(C(C)C)C(C)C.C(=O)(O)[O-].[Na+]. Product: [CH2:12]([N:14]([CH2:18][CH3:19])[CH2:15][CH2:16][NH:17][C:6](=[O:8])[C:5]1[C:4](=[CH:3][C:2]([NH2:1])=[CH:10][CH:9]=1)[OH:11])[CH3:13]. The catalyst class is: 3. (4) Reactant: [NH:1]1[C:5]2=[N:6][CH:7]=[CH:8][CH:9]=[C:4]2[C:3]([C:10]2[CH2:15][CH2:14][N:13]([C:16]([O:18][C:19]([CH3:22])([CH3:21])[CH3:20])=[O:17])[CH2:12][CH:11]=2)=[CH:2]1.C([O-])=O.[NH4+]. Product: [NH:1]1[C:5]2=[N:6][CH:7]=[CH:8][CH:9]=[C:4]2[C:3]([CH:10]2[CH2:15][CH2:14][N:13]([C:16]([O:18][C:19]([CH3:22])([CH3:21])[CH3:20])=[O:17])[CH2:12][CH2:11]2)=[CH:2]1. The catalyst class is: 63. (5) Reactant: C(NC(C)C)(C)C.C([Li])CCC.[F:13][C:14]1[CH:19]=[CH:18][C:17]([CH:20]([CH2:23][C:24]2[CH:29]=[CH:28][CH:27]=[CH:26][CH:25]=2)[C:21]#[N:22])=[CH:16][C:15]=1[O:30][CH3:31].Cl[C:33]([O:35][CH2:36][CH3:37])=[O:34]. Product: [CH2:36]([O:35][C:33](=[O:34])[C:20]([CH2:23][C:24]1[CH:25]=[CH:26][CH:27]=[CH:28][CH:29]=1)([C:21]#[N:22])[C:17]1[CH:18]=[CH:19][C:14]([F:13])=[C:15]([O:30][CH3:31])[CH:16]=1)[CH3:37]. The catalyst class is: 49. (6) Reactant: Br[CH2:2][CH2:3][CH2:4][O:5][C:6]1[CH:11]=[CH:10][C:9]([C:12]2[C:13]3[CH:20]=[CH:19][CH:18]=[CH:17][C:14]=3[S:15][CH:16]=2)=[CH:8][CH:7]=1.[NH:21]1[CH2:26][CH2:25][CH2:24][CH2:23][CH2:22]1.C(=O)([O-])[O-].[K+].[K+].C(#N)C. Product: [S:15]1[CH:16]=[C:12]([C:9]2[CH:10]=[CH:11][C:6]([O:5][CH2:4][CH2:3][CH2:2][N:21]3[CH2:26][CH2:25][CH2:24][CH2:23][CH2:22]3)=[CH:7][CH:8]=2)[C:13]2[CH:20]=[CH:19][CH:18]=[CH:17][C:14]1=2. The catalyst class is: 370. (7) Reactant: Cl.Cl.[NH2:3][C@H:4]1[CH2:8][CH2:7][N:6]([C@H:9]([C:15]([N:17]2[CH2:22][CH2:21][O:20][CH2:19][CH2:18]2)=[O:16])[CH2:10][CH2:11][N:12]([CH3:14])[CH3:13])[C:5]1=[O:23].CCN(C(C)C)C(C)C.[Cl:33][C:34]1[S:38][C:37]([CH2:39][CH2:40][S:41](Cl)(=[O:43])=[O:42])=[CH:36][CH:35]=1. Product: [Cl:33][C:34]1[S:38][C:37]([CH2:39][CH2:40][S:41]([NH:3][C@H:4]2[CH2:8][CH2:7][N:6]([C@H:9]([C:15]([N:17]3[CH2:22][CH2:21][O:20][CH2:19][CH2:18]3)=[O:16])[CH2:10][CH2:11][N:12]([CH3:14])[CH3:13])[C:5]2=[O:23])(=[O:43])=[O:42])=[CH:36][CH:35]=1. The catalyst class is: 599. (8) Reactant: C1(P(C2C=CC=CC=2)C2C=CC=CC=2)C=CC=CC=1.CC(OC(/N=N/C(OC(C)C)=O)=O)C.[CH2:34](O)/[CH:35]=[CH:36]/[CH2:37][CH2:38]/[CH:39]=[CH:40]\[CH2:41]/[CH:42]=[CH:43]\[CH2:44]/[CH:45]=[CH:46]\[CH2:47]/[CH:48]=[CH:49]\[CH2:50][CH3:51].[C:53]([OH:56])(=[S:55])[CH3:54].CC1C(O)=C(C)C2CC[C@](CCC[C@@H](CCC[C@@H](CCCC(C)C)C)C)(C)OC=2C=1C. Product: [C:53](=[O:56])([S:55][CH2:34]/[CH:35]=[CH:36]/[CH2:37][CH2:38]/[CH:39]=[CH:40]\[CH2:41]/[CH:42]=[CH:43]\[CH2:44]/[CH:45]=[CH:46]\[CH2:47]/[CH:48]=[CH:49]\[CH2:50][CH3:51])[CH3:54]. The catalyst class is: 1. (9) Reactant: [NH2:1][C:2]1[CH:7]=[CH:6][CH:5]=[CH:4][C:3]=1/[CH:8]=[CH:9]/[C:10]([O:12][CH3:13])=[O:11].CN(C)C=O.Br[CH2:20][C:21]1[CH:26]=[CH:25][CH:24]=[CH:23][CH:22]=1.C(=O)([O-])[O-].[K+].[K+]. Product: [CH2:20]([NH:1][C:2]1[CH:7]=[CH:6][CH:5]=[CH:4][C:3]=1/[CH:8]=[CH:9]/[C:10]([O:12][CH3:13])=[O:11])[C:21]1[CH:26]=[CH:25][CH:24]=[CH:23][CH:22]=1. The catalyst class is: 6.